This data is from Forward reaction prediction with 1.9M reactions from USPTO patents (1976-2016). The task is: Predict the product of the given reaction. (1) Given the reactants CC([O-])(C)C.[Na+].C(N1CCN2CCN(CC(C)C)P1N(CC(C)C)CC2)C(C)C.Cl[C:31]1[CH:36]=[CH:35][C:34]([CH2:37][CH3:38])=[CH:33][N:32]=1.[F:39][C:40]1[CH:45]=[C:44]([S:46]([CH3:49])(=[O:48])=[O:47])[CH:43]=[CH:42][C:41]=1[NH:50][C@H:51]1[CH2:55][CH2:54][N:53]([CH:56]2[CH2:61][CH2:60][NH:59][CH2:58][CH2:57]2)[C:52]1=[O:62], predict the reaction product. The product is: [CH2:37]([C:34]1[CH:35]=[CH:36][C:31]([N:59]2[CH2:58][CH2:57][CH:56]([N:53]3[CH2:54][CH2:55][CH:51]([NH:50][C:41]4[CH:42]=[CH:43][C:44]([S:46]([CH3:49])(=[O:47])=[O:48])=[CH:45][C:40]=4[F:39])[C:52]3=[O:62])[CH2:61][CH2:60]2)=[N:32][CH:33]=1)[CH3:38]. (2) Given the reactants [C:1]([O:4][CH:5]1[C:14]2[C:9](=[N:10][C:11]([C:22]3[CH:27]=[CH:26][C:25]([CH3:28])=[CH:24][CH:23]=3)=[C:12]([C:15]3[CH:20]=[CH:19][C:18]([CH3:21])=[CH:17][CH:16]=3)[N:13]=2)[NH:8][CH2:7][CH2:6]1)(=[O:3])[CH3:2].O=[CH:30][CH2:31][CH2:32][CH2:33][CH2:34][CH2:35][C:36]([O:38][CH2:39][CH3:40])=[O:37].C(O[BH-](OC(=O)C)OC(=O)C)(=O)C.[Na+], predict the reaction product. The product is: [CH3:1][O:4][CH:5]1[C:14]2[C:9](=[N:10][C:11]([C:22]3[CH:23]=[CH:24][C:25]([CH3:28])=[CH:26][CH:27]=3)=[C:12]([C:15]3[CH:20]=[CH:19][C:18]([CH3:21])=[CH:17][CH:16]=3)[N:13]=2)[N:8]([CH2:30][CH2:31][CH2:32][CH2:33][CH2:34][CH2:35][C:36]([O:38][CH3:39])=[O:37])[CH2:7][CH2:6]1.[C:1]([O:4][CH:5]1[C:14]2[C:9](=[N:10][C:11]([C:22]3[CH:23]=[CH:24][C:25]([CH3:28])=[CH:26][CH:27]=3)=[C:12]([C:15]3[CH:20]=[CH:19][C:18]([CH3:21])=[CH:17][CH:16]=3)[N:13]=2)[N:8]([CH2:30][CH2:31][CH2:32][CH2:33][CH2:34][CH2:35][C:36]([O:38][CH2:39][CH3:40])=[O:37])[CH2:7][CH2:6]1)(=[O:3])[CH3:2].